From a dataset of NCI-60 drug combinations with 297,098 pairs across 59 cell lines. Regression. Given two drug SMILES strings and cell line genomic features, predict the synergy score measuring deviation from expected non-interaction effect. Drug 1: CS(=O)(=O)C1=CC(=C(C=C1)C(=O)NC2=CC(=C(C=C2)Cl)C3=CC=CC=N3)Cl. Drug 2: C1CCC(C1)C(CC#N)N2C=C(C=N2)C3=C4C=CNC4=NC=N3. Cell line: 786-0. Synergy scores: CSS=11.8, Synergy_ZIP=-4.08, Synergy_Bliss=2.33, Synergy_Loewe=0.234, Synergy_HSA=3.40.